This data is from Reaction yield outcomes from USPTO patents with 853,638 reactions. The task is: Predict the reaction yield, written as a fraction of the theoretical maximum amount of product (1.0 means a 100% yield; for example, 0.34 means a 34% yield). (1) The reactants are [C:1]1([C:7]2[NH:11][CH:10]=[C:9]([C:12]([O:14][CH2:15][CH3:16])=[O:13])[CH:8]=2)[CH:6]=[CH:5][CH:4]=[CH:3][CH:2]=1.[H-].[Na+].C1OCCOCCOCCOCCOC1.Cl[C:35]1[N:40]=[N:39][C:38]([S:41](F)(=[O:43])=[O:42])=[CH:37][CH:36]=1.NN.C(=O)([O-])O.[Na+]. The catalyst is O1CCCC1. The product is [C:1]1([C:7]2[N:11]([S:41]([C:38]3[N:39]=[N:40][CH:35]=[CH:36][CH:37]=3)(=[O:43])=[O:42])[CH:10]=[C:9]([C:12]([O:14][CH2:15][CH3:16])=[O:13])[CH:8]=2)[CH:2]=[CH:3][CH:4]=[CH:5][CH:6]=1. The yield is 0.240. (2) The yield is 1.00. The product is [F:1][C:2]([F:39])([F:38])[C:3]1[CH:4]=[C:5]([CH:31]=[C:32]([C:34]([F:37])([F:36])[F:35])[CH:33]=1)[CH2:6][N:7]1[CH2:14][CH2:13][CH2:12][NH:11][C:10]2[N:15]=[C:16]([N:40]3[CH2:45][CH2:44][O:43][CH2:42][CH2:41]3)[N:17]=[C:18]([C:19]3[CH:24]=[CH:23][CH:22]=[CH:21][C:20]=3[CH3:25])[C:9]=2[C:8]1=[O:30]. The reactants are [F:1][C:2]([F:39])([F:38])[C:3]1[CH:4]=[C:5]([CH:31]=[C:32]([C:34]([F:37])([F:36])[F:35])[CH:33]=1)[CH2:6][N:7]1[CH2:14][CH2:13][CH2:12][NH:11][C:10]2[N:15]=[C:16](S(C)(=O)=O)[N:17]=[C:18]([C:19]3[CH:24]=[CH:23][CH:22]=[CH:21][C:20]=3[CH3:25])[C:9]=2[C:8]1=[O:30].[NH:40]1[CH2:45][CH2:44][O:43][CH2:42][CH2:41]1. No catalyst specified.